This data is from Forward reaction prediction with 1.9M reactions from USPTO patents (1976-2016). The task is: Predict the product of the given reaction. (1) Given the reactants [Cl:1][C:2]1[CH:11]=[C:10]2[C:5]([C:6]([N:12]3[CH2:17][CH:16]4[CH2:18][CH:13]3[CH2:14][NH:15]4)=[CH:7][CH:8]=[N:9]2)=[CH:4][CH:3]=1.[F:19][C:20]1[CH:25]=[CH:24][C:23]([N:26]=[C:27]=[O:28])=[CH:22][CH:21]=1, predict the reaction product. The product is: [Cl:1][C:2]1[CH:11]=[C:10]2[C:5]([C:6]([N:12]3[CH2:17][CH:16]4[CH2:18][CH:13]3[CH2:14][N:15]4[C:27]([NH:26][C:23]3[CH:24]=[CH:25][C:20]([F:19])=[CH:21][CH:22]=3)=[O:28])=[CH:7][CH:8]=[N:9]2)=[CH:4][CH:3]=1. (2) Given the reactants [C:1]([C:5]1[CH:10]=[C:9]([C:11]([CH3:14])([CH3:13])[CH3:12])[CH:8]=[CH:7][C:6]=1[O:15][CH2:16][CH:17]([F:19])[F:18])([CH3:4])([CH3:3])[CH3:2].[I:20]N1C(=O)CCC1=O.O.C1(C)C=CC(S(O)(=O)=O)=CC=1, predict the reaction product. The product is: [C:1]([C:5]1[CH:10]=[C:9]([C:11]([CH3:12])([CH3:13])[CH3:14])[CH:8]=[C:7]([I:20])[C:6]=1[O:15][CH2:16][CH:17]([F:18])[F:19])([CH3:2])([CH3:3])[CH3:4]. (3) Given the reactants [Cl:1][C:2]1[CH:35]=[CH:34][C:5]([C:6]([C@@:8]2([OH:33])[C@@H:12]([CH2:13][O:14][C:15](=[O:23])[C:16]3[CH:21]=[CH:20][C:19]([Cl:22])=[CH:18][CH:17]=3)[O:11][C@@H:10](N3C=C(C)C(=O)NC3=O)[CH2:9]2)=O)=[CH:4][CH:3]=1.[C@@H:36]1([N:45]2C=CC(=O)NC2=O)[O:44][C@H](CO)[C@@H](O)[C@H]1O.C[N:54]1CCCCC1.[C:60]1([CH3:70])[CH:65]=CC(S(Cl)(=O)=O)=C[CH:61]=1.[OH2:71].[NH3:72], predict the reaction product. The product is: [Cl:1][C:2]1[CH:35]=[CH:34][C:5]([C:6]([C@@:8]2([OH:33])[C@@H:12]([CH2:13][O:14][C:15](=[O:23])[C:16]3[CH:17]=[CH:18][C:19]([Cl:22])=[CH:20][CH:21]=3)[O:11][C@@H:10]([N:72]3[CH:65]=[C:60]([CH3:70])[C:61]([NH2:54])=[N:45][C:36]3=[O:44])[CH2:9]2)=[O:71])=[CH:4][CH:3]=1. (4) The product is: [C:16]1([CH2:15][CH2:14][CH2:13][CH2:12][CH2:11][CH2:10][C:9]([C:22]2[O:23][C:24]([C:27]3[CH:32]=[CH:31][CH:30]=[CH:29][C:28]=3[S:33]([NH2:36])(=[O:35])=[O:34])=[CH:25][N:26]=2)=[O:8])[CH:21]=[CH:20][CH:19]=[CH:18][CH:17]=1. Given the reactants [Si]([O:8][CH:9]([C:22]1[O:23][C:24]([C:27]2[CH:32]=[CH:31][CH:30]=[CH:29][C:28]=2[S:33]([NH2:36])(=[O:35])=[O:34])=[CH:25][N:26]=1)[CH2:10][CH2:11][CH2:12][CH2:13][CH2:14][CH2:15][C:16]1[CH:21]=[CH:20][CH:19]=[CH:18][CH:17]=1)(C(C)(C)C)(C)C.[Si](OC(C1OC([Sn](CCCC)(CCCC)CCCC)=CN=1)CCCCCCC1C=CC=CC=1)(C(C)(C)C)(C)C.IC1C=CC=CC=1S(N)(=O)=O, predict the reaction product.